Task: Regression. Given two drug SMILES strings and cell line genomic features, predict the synergy score measuring deviation from expected non-interaction effect.. Dataset: NCI-60 drug combinations with 297,098 pairs across 59 cell lines Drug 1: CC1=C2C(C(=O)C3(C(CC4C(C3C(C(C2(C)C)(CC1OC(=O)C(C(C5=CC=CC=C5)NC(=O)OC(C)(C)C)O)O)OC(=O)C6=CC=CC=C6)(CO4)OC(=O)C)OC)C)OC. Drug 2: CC12CCC3C(C1CCC2O)C(CC4=C3C=CC(=C4)O)CCCCCCCCCS(=O)CCCC(C(F)(F)F)(F)F. Cell line: SW-620. Synergy scores: CSS=35.5, Synergy_ZIP=6.54, Synergy_Bliss=4.58, Synergy_Loewe=-25.6, Synergy_HSA=5.00.